Dataset: Full USPTO retrosynthesis dataset with 1.9M reactions from patents (1976-2016). Task: Predict the reactants needed to synthesize the given product. The reactants are: [CH:1]1[C:10]2[C:5](=[CH:6][CH:7]=[CH:8][CH:9]=2)[CH:4]=[CH:3][C:2]=1[OH:11]. Given the product [CH:9]1[C:10]2[C:1]3[C:1]4[CH:10]=[CH:5][CH:4]=[CH:3][C:2]=4[O:11][C:2]=3[CH:3]=[CH:4][C:5]=2[CH:6]=[CH:7][CH:8]=1, predict the reactants needed to synthesize it.